This data is from Catalyst prediction with 721,799 reactions and 888 catalyst types from USPTO. The task is: Predict which catalyst facilitates the given reaction. (1) Reactant: C([O:8][N:9]1[C:15](=[O:16])[N:14]2[CH2:17][C@H:10]1[CH2:11][CH2:12][C@H:13]2[C:18]([NH:20][O:21][CH2:22][CH2:23][NH:24][C:25](=[O:31])[O:26][C:27]([CH3:30])([CH3:29])[CH3:28])=[O:19])C1C=CC=CC=1.O. Product: [OH:8][N:9]1[C:15](=[O:16])[N:14]2[CH2:17][C@H:10]1[CH2:11][CH2:12][C@H:13]2[C:18]([NH:20][O:21][CH2:22][CH2:23][NH:24][C:25](=[O:31])[O:26][C:27]([CH3:29])([CH3:28])[CH3:30])=[O:19]. The catalyst class is: 312. (2) Reactant: [H-].[Na+].[CH2:3]([C:5]1[CH:6]=[CH:7][C:8]([C:11]2[NH:12][C:13](=[O:20])[C:14]([CH:17]([CH3:19])[CH3:18])([CH3:16])[N:15]=2)=[N:9][CH:10]=1)[CH3:4].Br[CH2:22][C:23]([O:25][CH2:26][CH3:27])=[O:24]. Product: [CH2:3]([C:5]1[CH:6]=[CH:7][C:8]([C:11]2[N:12]([CH2:22][C:23]([O:25][CH2:26][CH3:27])=[O:24])[C:13](=[O:20])[C:14]([CH:17]([CH3:19])[CH3:18])([CH3:16])[N:15]=2)=[N:9][CH:10]=1)[CH3:4]. The catalyst class is: 7. (3) Reactant: [CH2:1]([O:3][C:4](=[O:16])[C:5]1[CH:10]=[CH:9][C:8]([N+:11]([O-:13])=[O:12])=[CH:7][C:6]=1[CH2:14]Br)[CH3:2].[CH3:17][C:18]([SH:21])([CH3:20])[CH3:19].[H-].[Na+]. Product: [CH2:1]([O:3][C:4](=[O:16])[C:5]1[CH:10]=[CH:9][C:8]([N+:11]([O-:13])=[O:12])=[CH:7][C:6]=1[CH2:14][S:21][C:18]([CH3:20])([CH3:19])[CH3:17])[CH3:2]. The catalyst class is: 23.